This data is from Peptide-MHC class I binding affinity with 185,985 pairs from IEDB/IMGT. The task is: Regression. Given a peptide amino acid sequence and an MHC pseudo amino acid sequence, predict their binding affinity value. This is MHC class I binding data. (1) The peptide sequence is GASKRSWPLN. The MHC is HLA-A30:01 with pseudo-sequence HLA-A30:01. The binding affinity (normalized) is 0.487. (2) The peptide sequence is VNPTLEEM. The MHC is Mamu-A01 with pseudo-sequence Mamu-A01. The binding affinity (normalized) is 0.359.